From a dataset of Forward reaction prediction with 1.9M reactions from USPTO patents (1976-2016). Predict the product of the given reaction. (1) Given the reactants O1C2C=CC=CC=2OB1.[Br:10][C:11]1[C:12]([N:27]2[CH2:32][CH2:31][C:30]([O:34][CH3:35])([CH3:33])[CH2:29][CH2:28]2)=[C:13]([C:19](=[O:26])[C:20]([O:22][CH:23]([CH3:25])[CH3:24])=[O:21])[C:14]([CH3:18])=[N:15][C:16]=1[CH3:17].CB1N2CCC[C@@H]2C(C2C=CC=CC=2)(C2C=CC=CC=2)O1, predict the reaction product. The product is: [Br:10][C:11]1[C:12]([N:27]2[CH2:32][CH2:31][C:30]([O:34][CH3:35])([CH3:33])[CH2:29][CH2:28]2)=[C:13]([C@H:19]([OH:26])[C:20]([O:22][CH:23]([CH3:25])[CH3:24])=[O:21])[C:14]([CH3:18])=[N:15][C:16]=1[CH3:17]. (2) Given the reactants [C:1]1([C:14]2[CH:19]=[CH:18][CH:17]=[CH:16][CH:15]=2)[CH:6]=[CH:5][C:4]([CH2:7][C@H:8]2[NH:12][C:11](=[O:13])[CH2:10][CH2:9]2)=[CH:3][CH:2]=1.C([Li])CCC.Cl[C:26]([O:28][CH2:29][C:30]1[CH:35]=[CH:34][CH:33]=[CH:32][CH:31]=1)=[O:27], predict the reaction product. The product is: [CH2:29]([O:28][C:26]([N:12]1[C:11](=[O:13])[CH2:10][CH2:9][C@H:8]1[CH2:7][C:4]1[CH:3]=[CH:2][C:1]([C:14]2[CH:15]=[CH:16][CH:17]=[CH:18][CH:19]=2)=[CH:6][CH:5]=1)=[O:27])[C:30]1[CH:35]=[CH:34][CH:33]=[CH:32][CH:31]=1. (3) Given the reactants [NH2:1][C:2]1[CH:10]=[C:9]([F:11])[CH:8]=[CH:7][C:3]=1[C:4](O)=[O:5].C(OCC)C.[CH:17]([NH2:19])=O, predict the reaction product. The product is: [F:11][C:9]1[CH:10]=[C:2]2[C:3]([C:4](=[O:5])[NH:19][CH:17]=[N:1]2)=[CH:7][CH:8]=1. (4) Given the reactants [NH2:1][C:2]1[CH:10]=[C:9]([C:11]([OH:13])=[O:12])[CH:8]=[CH:7][C:3]=1[C:4]([OH:6])=O.[NH2:14][C:15](N)=[O:16], predict the reaction product. The product is: [O:16]=[C:15]1[NH:14][C:4](=[O:6])[C:3]2[C:2](=[CH:10][C:9]([C:11]([OH:13])=[O:12])=[CH:8][CH:7]=2)[NH:1]1. (5) Given the reactants [Cl:1][C:2]1[CH:17]=[CH:16][C:5]([O:6][CH2:7][CH2:8][C@H:9]([O:11]S(C)(=O)=O)[CH3:10])=[C:4]([O:18][C:19]2[CH:24]=[CH:23][CH:22]=[CH:21][CH:20]=2)[CH:3]=1.[CH2:25]([O:27][C:28](=[O:40])[CH2:29][CH2:30][C:31]1[CH:36]=[CH:35][C:34](O)=[CH:33][C:32]=1[CH2:38][CH3:39])[CH3:26], predict the reaction product. The product is: [CH2:25]([O:27][C:28](=[O:40])[CH2:29][CH2:30][C:31]1[CH:36]=[CH:35][C:34]([O:11][C@H:9]([CH3:10])[CH2:8][CH2:7][O:6][C:5]2[CH:16]=[CH:17][C:2]([Cl:1])=[CH:3][C:4]=2[O:18][C:19]2[CH:24]=[CH:23][CH:22]=[CH:21][CH:20]=2)=[CH:33][C:32]=1[CH2:38][CH3:39])[CH3:26]. (6) Given the reactants C(C1C=C(C=CC=1)OC1OC=C(C(OCC)=O)N=1)(C)(C)C.[OH:22][C:23]([C:26]1[CH:27]=[CH:28][C:29]([CH3:33])=[C:30]([OH:32])[CH:31]=1)([CH3:25])[CH3:24].Br[C:35]1[S:36][CH:37]=[C:38]([C:40]([NH:42][C:43]2[C:44]([O:58][CH3:59])=[N:45][C:46]([NH:51][CH2:52][CH2:53][NH:54][CH:55]([CH3:57])[CH3:56])=[N:47][C:48]=2[O:49][CH3:50])=[O:41])[N:39]=1, predict the reaction product. The product is: [OH:22][C:23]([C:26]1[CH:27]=[CH:28][C:29]([CH3:33])=[C:30]([CH:31]=1)[O:32][C:35]1[S:36][CH:37]=[C:38]([C:40]([NH:42][C:43]2[C:44]([O:58][CH3:59])=[N:45][C:46]([NH:51][CH2:52][CH2:53][NH:54][CH:55]([CH3:56])[CH3:57])=[N:47][C:48]=2[O:49][CH3:50])=[O:41])[N:39]=1)([CH3:25])[CH3:24]. (7) Given the reactants [CH:1]#[C:2][CH2:3][CH2:4][CH2:5][CH2:6][CH2:7][CH2:8][CH2:9][CH3:10].[N+](=[CH:13][C:14]([O:16][CH2:17][CH3:18])=[O:15])=[N-], predict the reaction product. The product is: [CH2:3]([C:2]1[CH:13]([C:14]([O:16][CH2:17][CH3:18])=[O:15])[CH:1]=1)[CH2:4][CH2:5][CH2:6][CH2:7][CH2:8][CH2:9][CH3:10]. (8) The product is: [F:23][C:24]([F:29])([F:28])[C:25](=[O:26])[CH:27]=[CH:11][CH:10]=[CH:9][CH:8]=[CH:7][C:1]1[CH:2]=[CH:3][CH:4]=[CH:5][CH:6]=1. Given the reactants [C:1]1([CH:7]=[CH:8][CH:9]=[CH:10][CH:11]=O)[CH:6]=[CH:5][CH:4]=[CH:3][CH:2]=1.C(O)(=O)C.N1CCCCC1.[F:23][C:24]([F:29])([F:28])[C:25]([CH3:27])=[O:26], predict the reaction product. (9) The product is: [NH2:1][C:2]1[C:7]([C:8]([OH:10])=[O:9])=[C:6]([CH3:13])[N:5]=[C:4]2[S:14][C:15]([Br:24])=[C:16]([C:17]3[CH:22]=[CH:21][CH:20]=[C:19]([Br:23])[CH:18]=3)[C:3]=12. Given the reactants [NH2:1][C:2]1[C:7]([C:8]([O:10]CC)=[O:9])=[C:6]([CH3:13])[N:5]=[C:4]2[S:14][C:15]([Br:24])=[C:16]([C:17]3[CH:22]=[CH:21][CH:20]=[C:19]([Br:23])[CH:18]=3)[C:3]=12.[OH-].[Na+].C(O)=O, predict the reaction product. (10) Given the reactants [C:1]([O:4][C@@H:5]1[C@@H:10]([O:11][C:12](=[O:14])[CH3:13])[C@H:9]([O:15][C:16](=[O:18])[CH3:17])[C@@H:8]([O:19]/[C:20](/[C:29]([O:31][CH2:32]C)=[O:30])=[CH:21]\[C:22]2[CH:27]=[CH:26][CH:25]=[CH:24][C:23]=2[F:28])[O:7][C@H:6]1[CH2:34][O:35][C:36](=[O:38])[CH3:37])(=[O:3])[CH3:2].O=C(CC1C(F)=CC=CC=1[Cl:53])C(OC)=O.[H-].[Na+].[Br-].C(O[C@@H]1[C@@H](OC(=O)C)[C@@H](OC(=O)C)[C@@H](COC(=O)C)O[C@@H]1O)(=O)C, predict the reaction product. The product is: [C:1]([O:4][C@H:5]1[C@@H:10]([O:11][C:12](=[O:14])[CH3:13])[C@H:9]([O:15][C:16](=[O:18])[CH3:17])[C@@H:8]([O:19]/[C:20](/[C:29]([O:31][CH3:32])=[O:30])=[CH:21]\[C:22]2[C:23]([F:28])=[CH:24][CH:25]=[CH:26][C:27]=2[Cl:53])[O:7][C@H:6]1[CH2:34][O:35][C:36](=[O:38])[CH3:37])(=[O:3])[CH3:2].